From a dataset of Catalyst prediction with 721,799 reactions and 888 catalyst types from USPTO. Predict which catalyst facilitates the given reaction. (1) Reactant: [N:1]12[CH2:8][CH2:7][C:4]([C:9]([C:17]3[CH:22]=[CH:21][CH:20]=[CH:19][CH:18]=3)([C:11]3[CH:16]=[CH:15][CH:14]=[CH:13][CH:12]=3)[OH:10])([CH2:5][CH2:6]1)[CH2:3][CH2:2]2.[Br:23][CH2:24][CH2:25][CH2:26][O:27][C:28]1[CH:33]=[CH:32][C:31]([C:34]2[CH:39]=[CH:38][CH:37]=[CH:36][CH:35]=2)=[CH:30][CH:29]=1. Product: [Br-:23].[C:31]1([C:34]2[CH:35]=[CH:36][CH:37]=[CH:38][CH:39]=2)[CH:30]=[CH:29][C:28]([O:27][CH2:26][CH2:25][CH2:24][N+:1]23[CH2:6][CH2:5][C:4]([C:9]([OH:10])([C:17]4[CH:22]=[CH:21][CH:20]=[CH:19][CH:18]=4)[C:11]4[CH:12]=[CH:13][CH:14]=[CH:15][CH:16]=4)([CH2:3][CH2:2]2)[CH2:7][CH2:8]3)=[CH:33][CH:32]=1. The catalyst class is: 23. (2) Reactant: [OH:1][C@@H:2]1[C:10]2[C:5](=[CH:6][CH:7]=[CH:8][CH:9]=2)[CH2:4][C@@:3]1([CH2:20][C:21]1[CH:29]=[CH:28][C:24]([C:25](O)=[O:26])=[CH:23][CH:22]=1)[C:11]1[CH2:12][C:13]2[C:18]([CH:19]=1)=[CH:17][CH:16]=[CH:15][CH:14]=2.C[CH2:31][N:32](CC)[CH2:33]C.CNC.C(P1(=O)OP(CCC)(=O)OP(CCC)(=O)O1)CC. Product: [OH:1][C@@H:2]1[C:10]2[C:5](=[CH:6][CH:7]=[CH:8][CH:9]=2)[CH2:4][C@@:3]1([CH2:20][C:21]1[CH:29]=[CH:28][C:24]([C:25]([N:32]([CH3:33])[CH3:31])=[O:26])=[CH:23][CH:22]=1)[C:11]1[CH2:12][C:13]2[C:18]([CH:19]=1)=[CH:17][CH:16]=[CH:15][CH:14]=2. The catalyst class is: 2. (3) Reactant: CC([S@]([NH:7][C@:8]([C:18]1[CH:23]=[CH:22][CH:21]=[C:20]([CH3:24])[C:19]=1[F:25])([CH2:11][C@H:12]([OH:17])[C:13]([F:16])([F:15])[F:14])[CH2:9][F:10])=O)(C)C.Cl.O1CCOCC1. The catalyst class is: 61. Product: [NH2:7][C@@:8]([C:18]1[CH:23]=[CH:22][CH:21]=[C:20]([CH3:24])[C:19]=1[F:25])([CH2:9][F:10])[CH2:11][C@H:12]([OH:17])[C:13]([F:15])([F:16])[F:14]. (4) Reactant: [CH3:1][C:2]1[C:7]([F:8])=[C:6]([F:9])[C:5]([C:10]2[C:15]([F:16])=[C:14]([F:17])[C:13]([F:18])=[C:12]([F:19])[C:11]=2[F:20])=[C:4]([F:21])[C:3]=1[F:22].[Br:23]N1C(=O)CCC1=O.CC(N=NC(C#N)(C)C)(C#N)C. Product: [Br:23][CH2:1][C:2]1[C:3]([F:22])=[C:4]([F:21])[C:5]([C:10]2[C:15]([F:16])=[C:14]([F:17])[C:13]([F:18])=[C:12]([F:19])[C:11]=2[F:20])=[C:6]([F:9])[C:7]=1[F:8]. The catalyst class is: 53. (5) Reactant: [CH3:1][N:2]1[C:23](=[O:24])[C:6]2[NH:7][CH:8]=[C:9]3[CH2:10][NH:11][C:12]4[CH:17]=[CH:16][C:15]([CH2:18][S:19]([CH3:22])(=[O:21])=[O:20])=[CH:14][C:13]=4[C:4]([C:5]=23)=[CH:3]1.[CH:25](=O)[C:26]1[CH:31]=[CH:30][CH:29]=[CH:28][CH:27]=1.C(O)(=O)C.C(O[BH-](OC(=O)C)OC(=O)C)(=O)C.[Na+]. Product: [CH2:25]([N:11]1[CH2:10][C:9]2[C:5]3=[C:6]([C:23](=[O:24])[N:2]([CH3:1])[CH:3]=[C:4]3[C:13]3[CH:14]=[C:15]([CH2:18][S:19]([CH3:22])(=[O:21])=[O:20])[CH:16]=[CH:17][C:12]1=3)[NH:7][CH:8]=2)[C:26]1[CH:31]=[CH:30][CH:29]=[CH:28][CH:27]=1. The catalyst class is: 4. (6) Reactant: [H-].[Na+].[NH:3]1[CH:7]=[CH:6][CH:5]=[C:4]1[CH:8]=[O:9].[CH3:10][O:11][C:12]1[C:19]([O:20][CH3:21])=[CH:18][C:15]([CH2:16]Br)=[C:14]([N+:22]([O-:24])=[O:23])[CH:13]=1. Product: [CH3:10][O:11][C:12]1[C:19]([O:20][CH3:21])=[CH:18][C:15]([CH2:16][N:3]2[CH:7]=[CH:6][CH:5]=[C:4]2[CH:8]=[O:9])=[C:14]([N+:22]([O-:24])=[O:23])[CH:13]=1. The catalyst class is: 42. (7) Reactant: Br[C:2]1[CH:3]=[CH:4][C:5]([CH3:14])=[C:6]([C:8]2[CH:9]=[N:10][CH:11]=[CH:12][CH:13]=2)[CH:7]=1.[B:15]1([B:15]2[O:20][CH2:19][C:18]([CH3:22])([CH3:21])[CH2:17][O:16]2)[O:20][CH2:19][C:18]([CH3:22])([CH3:21])[CH2:17][O:16]1.CC([O-])=O.[K+]. Product: [CH3:21][C:18]1([CH3:22])[CH2:19][O:20][B:15]([C:2]2[CH:3]=[CH:4][C:5]([CH3:14])=[C:6]([C:8]3[CH:9]=[N:10][CH:11]=[CH:12][CH:13]=3)[CH:7]=2)[O:16][CH2:17]1. The catalyst class is: 75. (8) Reactant: [F:1][C:2]1[CH:7]=[C:6]([N+:8]([O-:10])=[O:9])[CH:5]=[CH:4][C:3]=1[OH:11].Br[CH2:13][CH2:14][O:15][CH3:16].C([O-])([O-])=O.[K+].[K+].C(Cl)Cl.CO. Product: [F:1][C:2]1[CH:7]=[C:6]([N+:8]([O-:10])=[O:9])[CH:5]=[CH:4][C:3]=1[O:11][CH2:13][CH2:14][O:15][CH3:16]. The catalyst class is: 3. (9) Reactant: [OH-].[Na+].C([O:5][C:6](=[O:25])[CH2:7][CH2:8][N:9]1[CH:13]=[C:12]([C:14]2[CH:19]=[CH:18][CH:17]=[CH:16][CH:15]=2)[CH:11]=[C:10]1[C:20]([O:22]CC)=[O:21])C. Product: [C:6]([CH2:7][CH2:8][N:9]1[CH:13]=[C:12]([C:14]2[CH:15]=[CH:16][CH:17]=[CH:18][CH:19]=2)[CH:11]=[C:10]1[C:20]([OH:22])=[O:21])([OH:25])=[O:5]. The catalyst class is: 8.